Predict which catalyst facilitates the given reaction. From a dataset of Catalyst prediction with 721,799 reactions and 888 catalyst types from USPTO. (1) Reactant: [CH3:1][CH:2]([CH2:27][CH3:28])/[CH:3]=[CH:4]/[C:5]([N:7]1[CH2:12][CH2:11][N:10]([C:13]2[C:22]3[C:17](=[CH:18][C:19]([C:23]([F:26])([F:25])[F:24])=[CH:20][CH:21]=3)[N:16]=[CH:15][CH:14]=2)[CH2:9][CH2:8]1)=O.COC1C=CC(P2(SP(C3C=CC(OC)=CC=3)(=S)S2)=[S:38])=CC=1. Product: [CH3:1][CH:2]([CH2:27][CH3:28])/[CH:3]=[CH:4]/[C:5]([N:7]1[CH2:12][CH2:11][N:10]([C:13]2[C:22]3[C:17](=[CH:18][C:19]([C:23]([F:26])([F:25])[F:24])=[CH:20][CH:21]=3)[N:16]=[CH:15][CH:14]=2)[CH2:9][CH2:8]1)=[S:38]. The catalyst class is: 1. (2) Reactant: Br[C:2]1[CH:3]=[C:4]([NH:10][C:11]2[CH:16]=[CH:15][C:14]([N:17]3[CH2:22][CH2:21][N:20]([CH:23]4[CH2:26][O:25][CH2:24]4)[CH2:19][CH2:18]3)=[CH:13][N:12]=2)[C:5](=[O:9])[N:6]([CH3:8])[CH:7]=1.[B:27]1([B:27]2[O:31][C:30]([CH3:33])([CH3:32])[C:29]([CH3:35])([CH3:34])[O:28]2)[O:31][C:30]([CH3:33])([CH3:32])[C:29]([CH3:35])([CH3:34])[O:28]1.CC(C1C=C(C(C)C)C(C2C=CC=CC=2P(C2CCCCC2)C2CCCCC2)=C(C(C)C)C=1)C.C(O[K])(C)=O. Product: [CH3:8][N:6]1[CH:7]=[C:2]([B:27]2[O:31][C:30]([CH3:33])([CH3:32])[C:29]([CH3:35])([CH3:34])[O:28]2)[CH:3]=[C:4]([NH:10][C:11]2[CH:16]=[CH:15][C:14]([N:17]3[CH2:22][CH2:21][N:20]([CH:23]4[CH2:26][O:25][CH2:24]4)[CH2:19][CH2:18]3)=[CH:13][N:12]=2)[C:5]1=[O:9]. The catalyst class is: 102.